From a dataset of Forward reaction prediction with 1.9M reactions from USPTO patents (1976-2016). Predict the product of the given reaction. Given the reactants C([O-])([O-])=O.[K+].[K+].[NH:7]1[CH:11]=[CH:10][CH:9]=[N:8]1.I[C:13]1[CH:14]=[C:15]2[N:21]=[CH:20][N:19]([CH2:22][C:23]3[CH:39]=[CH:38][C:26]4[N:27]=[C:28]([NH:30][C@@H:31]5[CH2:36][CH2:35][CH2:34][CH2:33][C@H:32]5[OH:37])[S:29][C:25]=4[CH:24]=3)[C:16]2=[N:17][CH:18]=1.CN[C@@H]1CCCC[C@H]1NC, predict the reaction product. The product is: [N:7]1([C:13]2[CH:14]=[C:15]3[N:21]=[CH:20][N:19]([CH2:22][C:23]4[CH:39]=[CH:38][C:26]5[N:27]=[C:28]([NH:30][C@@H:31]6[CH2:36][CH2:35][CH2:34][CH2:33][C@H:32]6[OH:37])[S:29][C:25]=5[CH:24]=4)[C:16]3=[N:17][CH:18]=2)[CH:11]=[CH:10][CH:9]=[N:8]1.